From a dataset of Forward reaction prediction with 1.9M reactions from USPTO patents (1976-2016). Predict the product of the given reaction. (1) Given the reactants Br[C:2]1[CH:7]=[CH:6][C:5]([C@@H:8]([NH:10][S@@:11]([C:13]([CH3:16])([CH3:15])[CH3:14])=[O:12])[CH3:9])=[C:4]([F:17])[CH:3]=1.C([Sn](CCCC)(CCCC)[C:23]([O:25][CH2:26][CH3:27])=[CH2:24])CCC.C(Cl)Cl.C(O)(C(F)(F)F)=O.C(OC=C)=C, predict the reaction product. The product is: [CH2:26]([O:25][C:23]([C:2]1[CH:7]=[CH:6][C:5]([C@@H:8]([NH:10][S@@:11]([C:13]([CH3:16])([CH3:15])[CH3:14])=[O:12])[CH3:9])=[C:4]([F:17])[CH:3]=1)=[CH2:24])[CH3:27]. (2) Given the reactants [OH:1][C:2]1[CH:9]=[CH:8][C:5]([CH:6]=[O:7])=[CH:4][C:3]=1[O:10][CH3:11].C(=O)([O-])[O-].[Li+].[Li+].F[C:19]1[CH:26]=[CH:25][C:22]([C:23]#[N:24])=[CH:21][CH:20]=1.O, predict the reaction product. The product is: [CH:6]([C:5]1[CH:8]=[CH:9][C:2]([O:1][C:19]2[CH:26]=[CH:25][C:22]([C:23]#[N:24])=[CH:21][CH:20]=2)=[C:3]([O:10][CH3:11])[CH:4]=1)=[O:7]. (3) The product is: [NH2:30][C:3]1[C:4]([C:25]([O:27][CH2:28][CH3:29])=[O:26])=[N:5][C:6]([C:8]2[C:16]3[C:11](=[N:12][CH:13]=[CH:14][CH:15]=3)[N:10]([CH2:17][C:18]3[CH:23]=[CH:22][CH:21]=[CH:20][C:19]=3[F:24])[N:9]=2)=[N:7][C:2]=1[NH2:1]. Given the reactants [NH2:1][C:2]1[N:7]=[C:6]([C:8]2[C:16]3[C:11](=[N:12][CH:13]=[CH:14][CH:15]=3)[N:10]([CH2:17][C:18]3[CH:23]=[CH:22][CH:21]=[CH:20][C:19]=3[F:24])[N:9]=2)[N:5]=[C:4]([C:25]([O:27][CH2:28][CH3:29])=[O:26])[C:3]=1[N+:30]([O-])=O, predict the reaction product. (4) Given the reactants C(OC([NH:11][C@H:12]([C@@H:33]([NH:41][C:42](=[O:63])[C@@H:43]([NH:48][C:49](=[O:62])[C@@H:50]([NH:55][C:56](=[O:61])[CH2:57][CH:58]([CH3:60])[CH3:59])[CH2:51][CH:52]([CH3:54])[CH3:53])[C:44]([CH3:47])([CH3:46])[CH3:45])[CH2:34][C:35]1[CH:40]=[CH:39][CH:38]=[CH:37][CH:36]=1)[CH2:13][C:14]([NH:16][C@@H:17]([C@@H:29]([CH3:32])[CH2:30][CH3:31])[C:18]([NH:20][C@@H:21]([CH:26]([CH3:28])[CH3:27])[C:22]([O:24][CH3:25])=[O:23])=[O:19])=[O:15])=O)C1C=CC=CC=1, predict the reaction product. The product is: [NH2:11][C@H:12]([C@@H:33]([NH:41][C:42](=[O:63])[C@@H:43]([NH:48][C:49](=[O:62])[C@@H:50]([NH:55][C:56](=[O:61])[CH2:57][CH:58]([CH3:60])[CH3:59])[CH2:51][CH:52]([CH3:53])[CH3:54])[C:44]([CH3:45])([CH3:47])[CH3:46])[CH2:34][C:35]1[CH:36]=[CH:37][CH:38]=[CH:39][CH:40]=1)[CH2:13][C:14]([NH:16][C@@H:17]([C@@H:29]([CH3:32])[CH2:30][CH3:31])[C:18]([NH:20][C@@H:21]([CH:26]([CH3:28])[CH3:27])[C:22]([O:24][CH3:25])=[O:23])=[O:19])=[O:15]. (5) Given the reactants [CH2:1]([C@:3]1([OH:28])[C:25]2[CH:24]=[C:23]3[N:10]([CH2:11][C:12]4[C:13]3=[N:14][C:15]3[CH:16]=[C:17]([F:22])[CH:18]=[CH:19][C:20]=3[CH:21]=4)[C:9](=[O:26])[C:8]=2[CH2:7][O:6][C:5](=[O:27])[CH2:4]1)[CH3:2].[CH:29](=O)[CH2:30][CH2:31][CH2:32][CH2:33][CH2:34][CH2:35][CH2:36][CH2:37][CH2:38]C, predict the reaction product. The product is: [CH2:29]([C:21]1[C:20]2[CH:19]=[CH:18][C:17]([F:22])=[CH:16][C:15]=2[N:14]=[C:13]2[C:23]3[N:10]([CH2:11][C:12]=12)[C:9](=[O:26])[C:8]1[CH2:7][O:6][C:5](=[O:27])[CH2:4][C@@:3]([CH2:1][CH3:2])([OH:28])[C:25]=1[CH:24]=3)[CH2:30][CH2:31][CH2:32][CH2:33][CH2:34][CH2:35][CH2:36][CH2:37][CH3:38]. (6) The product is: [NH:27]1[CH2:28][CH2:29][CH2:30][CH:25]([C:22]2[CH:23]=[CH:24][C:19]([NH:18][C:10]3[N:9]=[C:8]([CH2:7][CH2:6][C:5]4[CH:38]=[CH:39][CH:40]=[CH:41][C:4]=4[CH2:3][C:2]([NH2:1])=[O:42])[C:13]([C:14]([F:17])([F:15])[F:16])=[CH:12][N:11]=3)=[CH:20][CH:21]=2)[CH2:26]1. Given the reactants [NH2:1][C:2](=[O:42])[CH2:3][C:4]1[CH:41]=[CH:40][CH:39]=[CH:38][C:5]=1[CH2:6][CH2:7][C:8]1[C:13]([C:14]([F:17])([F:16])[F:15])=[CH:12][N:11]=[C:10]([NH:18][C:19]2[CH:24]=[CH:23][C:22]([CH:25]3[CH2:30][CH2:29][CH2:28][N:27](C(OC(C)(C)C)=O)[CH2:26]3)=[CH:21][CH:20]=2)[N:9]=1.FC(F)(F)C(O)=O, predict the reaction product.